From a dataset of Reaction yield outcomes from USPTO patents with 853,638 reactions. Predict the reaction yield, written as a fraction of the theoretical maximum amount of product (1.0 means a 100% yield; for example, 0.34 means a 34% yield). The reactants are [CH3:1][O:2][C:3]([NH:5][CH:6]([CH:10]([CH3:12])[CH3:11])[C:7](O)=[O:8])=[O:4].C1C=CC2N(O)N=NC=2C=1.Cl.Cl.Cl.[CH3:26][O:27][C:28](=[O:76])[NH:29][CH:30]([C:34]([N:36]1[CH:42]([C:43]2[NH:44][C:45]([C:48]3[CH:53]=[CH:52][C:51]([C:54]4[CH:63]=[CH:62][C:61]5[C:56](=[CH:57][CH:58]=[C:59]([C:64]6[NH:65][C:66]([CH:69]7[CH2:73][CH:72]([C:74]#[N:75])[CH2:71][NH:70]7)=[N:67][CH:68]=6)[CH:60]=5)[CH:55]=4)=[CH:50][CH:49]=3)=[CH:46][N:47]=2)[CH2:41][C:38]2([CH2:40][CH2:39]2)[CH2:37]1)=[O:35])[CH:31]([CH3:33])[CH3:32].CN1CCOCC1. The product is [CH3:26][O:27][C:28](=[O:76])[NH:29][CH:30]([C:34]([N:36]1[CH:42]([C:43]2[NH:44][C:45]([C:48]3[CH:49]=[CH:50][C:51]([C:54]4[CH:63]=[CH:62][C:61]5[C:56](=[CH:57][CH:58]=[C:59]([C:64]6[NH:65][C:66]([CH:69]7[CH2:73][CH:72]([C:74]#[N:75])[CH2:71][N:70]7[C:7](=[O:8])[CH:6]([NH:5][C:3]([O:2][CH3:1])=[O:4])[CH:10]([CH3:12])[CH3:11])=[N:67][CH:68]=6)[CH:60]=5)[CH:55]=4)=[CH:52][CH:53]=3)=[CH:46][N:47]=2)[CH2:41][C:38]2([CH2:39][CH2:40]2)[CH2:37]1)=[O:35])[CH:31]([CH3:33])[CH3:32]. The yield is 0.110. The catalyst is CN(C=O)C.CCOC(C)=O.